Dataset: Catalyst prediction with 721,799 reactions and 888 catalyst types from USPTO. Task: Predict which catalyst facilitates the given reaction. (1) Reactant: C([Li])CCC.[Br-].[OH:7][CH2:8][CH2:9][P+](C1C=CC=CC=1)(C1C=CC=CC=1)C1C=CC=CC=1.[N:29]1[CH:34]=[CH:33][C:32]([CH:35]=O)=[CH:31][CH:30]=1. Product: [OH:7][CH:8]=[CH:9][CH2:35][C:32]1[CH:31]=[CH:30][N:29]=[CH:34][CH:33]=1. The catalyst class is: 323. (2) Reactant: [C:1]([O:5][C:6]([N:8]1[CH2:12][CH2:11][CH2:10][CH:9]1[CH2:13][O:14][C:15]1[CH:20]=[CH:19][C:18]([OH:21])=[CH:17][CH:16]=1)=[O:7])([CH3:4])([CH3:3])[CH3:2].C([O-])([O-])=O.[Cs+].[Cs+].Cl[C:29]1[O:30][C:31]2[CH:37]=[CH:36][CH:35]=[CH:34][C:32]=2[N:33]=1. Product: [C:1]([O:5][C:6]([N:8]1[CH2:12][CH2:11][CH2:10][C@@H:9]1[CH2:13][O:14][C:15]1[CH:20]=[CH:19][C:18]([O:21][C:29]2[O:30][C:31]3[CH:37]=[CH:36][CH:35]=[CH:34][C:32]=3[N:33]=2)=[CH:17][CH:16]=1)=[O:7])([CH3:4])([CH3:2])[CH3:3]. The catalyst class is: 21. (3) Reactant: Br[C:2]1[N:7]=[C:6]([C:8]([O:10]C)=[O:9])[CH:5]=[CH:4][C:3]=1[F:12].[C:13]1(B(O)O)[CH:18]=[CH:17][CH:16]=[CH:15][CH:14]=1.C([O-])([O-])=O.[Na+].[Na+]. Product: [F:12][C:3]1[CH:4]=[CH:5][C:6]([C:8]([OH:10])=[O:9])=[N:7][C:2]=1[C:13]1[CH:18]=[CH:17][CH:16]=[CH:15][CH:14]=1. The catalyst class is: 104. (4) Reactant: [Si:1](Cl)([C:4]([CH3:7])([CH3:6])[CH3:5])([CH3:3])[CH3:2].[OH:9][CH2:10][CH2:11][C:12]1[CH:17]=[CH:16][C:15]([OH:18])=[C:14]([I:19])[CH:13]=1.N1C=CN=C1.O. Product: [Si:1]([O:9][CH2:10][CH2:11][C:12]1[CH:17]=[CH:16][C:15]([OH:18])=[C:14]([I:19])[CH:13]=1)([C:4]([CH3:7])([CH3:6])[CH3:5])([CH3:3])[CH3:2]. The catalyst class is: 3. (5) Reactant: [Br:1][C:2]1[CH:7]=[CH:6][C:5]([S:8](Cl)(=[O:10])=[O:9])=[CH:4][CH:3]=1.[ClH:12].[F:13][C:14]([F:31])([F:30])[C:15]1[CH:20]=[CH:19][C:18]([C:21]2[CH:22]=[C:23]3[C:27](=[CH:28][CH:29]=2)[NH:26][CH2:25][CH2:24]3)=[CH:17][CH:16]=1.C(N(CC)CC)C. Product: [Br:1][C:2]1[CH:7]=[CH:6][C:5]([S:8]([N:26]2[C:27]3[C:23](=[CH:22][C:21]([C:18]4[CH:17]=[CH:16][C:15]([C:14]([F:13])([F:30])[F:31])=[CH:20][CH:19]=4)=[CH:29][CH:28]=3)[CH2:24][CH2:25]2)(=[O:10])=[O:9])=[CH:4][C:3]=1[Cl:12]. The catalyst class is: 4.